Dataset: Reaction yield outcomes from USPTO patents with 853,638 reactions. Task: Predict the reaction yield, written as a fraction of the theoretical maximum amount of product (1.0 means a 100% yield; for example, 0.34 means a 34% yield). (1) The reactants are [F:1][C:2]([F:47])([F:46])[C:3]1[CH:4]=[C:5]([CH:39]=[C:40]([C:42]([F:45])([F:44])[F:43])[CH:41]=1)[CH2:6][N:7]([C:27]1[N:32]=[CH:31][C:30]([C:33]2[CH:34]=[N:35][N:36]([CH3:38])[CH:37]=2)=[CH:29][N:28]=1)[C@@H:8]1[CH2:12][N:11]([C:13]2[CH:20]=[CH:19][C:18]([C:21]([F:24])([F:23])[F:22])=[CH:17][C:14]=2[CH:15]=[O:16])[C@H:10]([CH2:25][CH3:26])[CH2:9]1.[BH4-].[Na+].C(=O)([O-])O.[Na+]. The catalyst is CO. The product is [F:46][C:2]([F:1])([F:47])[C:3]1[CH:4]=[C:5]([CH:39]=[C:40]([C:42]([F:45])([F:44])[F:43])[CH:41]=1)[CH2:6][N:7]([C:27]1[N:32]=[CH:31][C:30]([C:33]2[CH:34]=[N:35][N:36]([CH3:38])[CH:37]=2)=[CH:29][N:28]=1)[C@@H:8]1[CH2:12][N:11]([C:13]2[CH:20]=[CH:19][C:18]([C:21]([F:22])([F:23])[F:24])=[CH:17][C:14]=2[CH2:15][OH:16])[C@H:10]([CH2:25][CH3:26])[CH2:9]1. The yield is 0.960. (2) The reactants are [H-].[Na+].NC1C=CC=CC=1.[CH3:10][C:11]1[CH2:15][C:14]([CH3:16])=[C:13]([CH3:17])[C:12]=1[CH3:18].Cl[Si:20]([C:33]1[CH:38]=[CH:37][CH:36]=[CH:35][CH:34]=1)([C:27]1[CH:32]=[CH:31][CH:30]=[CH:29][CH:28]=1)[C:21]1[CH:26]=[CH:25][CH:24]=[CH:23][CH:22]=1.C(=O)([O-])O.[Na+].C(=O)([O-])[O-].[Na+].[Na+]. The catalyst is O1CCCC1.C1(C)C=CC=CC=1. The product is [C:33]1([Si:20]([C:21]2[CH:22]=[CH:23][CH:24]=[CH:25][CH:26]=2)([C:27]2[CH:32]=[CH:31][CH:30]=[CH:29][CH:28]=2)[C:15]2[CH:14]([CH3:16])[C:13]([CH3:17])=[C:12]([CH3:18])[C:11]=2[CH3:10])[CH:34]=[CH:35][CH:36]=[CH:37][CH:38]=1. The yield is 0.663. (3) The reactants are [N+](C1C=CC(O[C:11](=O)[C:12]2[CH:17]=[C:16]([O:18][CH3:19])[C:15]([O:20][CH3:21])=[CH:14][C:13]=2[OH:22])=CC=1)([O-])=O.[CH3:24][O:25][C:26]([C:28]1[N:29]=[C:30]([NH2:33])[S:31][CH:32]=1)=[O:27].CO. The catalyst is C1(C)C(C)=CC=CC=1. The product is [CH3:24][O:25][C:26]([C:28]1[N:29]=[C:30]([NH:33][CH2:11][C:12]2[CH:17]=[C:16]([O:18][CH3:19])[C:15]([O:20][CH3:21])=[CH:14][C:13]=2[OH:22])[S:31][CH:32]=1)=[O:27]. The yield is 0.800. (4) The reactants are [C:1]([CH2:3][C:4]1[CH:9]=[CH:8][C:7]([CH:10]([CH3:14])[C:11]([OH:13])=[O:12])=[CH:6][CH:5]=1)#N.[OH-:15].[Na+].C[OH:18]. No catalyst specified. The product is [C:1]([CH2:3][C:4]1[CH:9]=[CH:8][C:7]([CH:10]([CH3:14])[C:11]([OH:13])=[O:12])=[CH:6][CH:5]=1)([OH:18])=[O:15]. The yield is 0.710. (5) The reactants are O1CCCC1.[NH2:6][C:7]1[C:12]([C:13]2[O:17][N:16]=[C:15]([CH2:18][C:19]3[CH:24]=[CH:23][C:22]([OH:25])=[CH:21][CH:20]=3)[CH:14]=2)=[CH:11][CH:10]=[C:9]([NH2:26])[N:8]=1.[OH-].[Na+].Cl[CH2:30][C:31]1[CH:36]=[CH:35][C:34]([F:37])=[CH:33][N:32]=1. The catalyst is CN(C)C=O. The product is [F:37][C:34]1[CH:35]=[CH:36][C:31]([CH2:30][O:25][C:22]2[CH:23]=[CH:24][C:19]([CH2:18][C:15]3[CH:14]=[C:13]([C:12]4[C:7]([NH2:6])=[N:8][C:9]([NH2:26])=[CH:10][CH:11]=4)[O:17][N:16]=3)=[CH:20][CH:21]=2)=[N:32][CH:33]=1. The yield is 0.670. (6) The reactants are [Cl:1][CH2:2][C:3]([N:5]1[CH2:9][CH2:8][CH2:7][CH2:6]1)=[O:4].[CH3:10][N:11]1[CH:15]=[CH:14][N:13]=[C:12]1[CH3:16].C(#N)C. The catalyst is C(OC)(C)(C)C. The product is [Cl-:1].[N:5]1([C:3](=[O:4])[CH2:2][N:13]2[CH:14]=[CH:15][N+:11]([CH3:10])=[C:12]2[CH3:16])[CH2:9][CH2:8][CH2:7][CH2:6]1. The yield is 0.410. (7) The reactants are Cl[C:2]1[N:6]([CH2:7][CH2:8][CH2:9][C:10]([O:12][CH2:13][CH3:14])=[O:11])[C:5]2[C:15]([CH:20]([CH2:23][CH3:24])[CH2:21][CH3:22])=[CH:16][CH:17]=[C:18]([Cl:19])[C:4]=2[N:3]=1.[Cl:25][C:26]1[CH:32]=[C:31]([CH3:33])[C:29]([NH2:30])=[C:28]([O:34][CH3:35])[CH:27]=1.C1(C)C=CC(S(O)(=O)=O)=CC=1. The catalyst is C1(C)C(C)=CC=CC=1. The product is [Cl:19][C:18]1[C:4]2[N:3]=[C:2]([NH:30][C:29]3[C:31]([CH3:33])=[CH:32][C:26]([Cl:25])=[CH:27][C:28]=3[O:34][CH3:35])[N:6]([CH2:7][CH2:8][CH2:9][C:10]([O:12][CH2:13][CH3:14])=[O:11])[C:5]=2[C:15]([CH:20]([CH2:23][CH3:24])[CH2:21][CH3:22])=[CH:16][CH:17]=1. The yield is 0.187. (8) The reactants are Cl[C:2]1[CH:7]=[C:6]([Cl:8])[CH:5]=[C:4]([C:9]2[CH:14]=[CH:13][C:12]([O:15][CH:16]([CH3:18])[CH3:17])=[CH:11][CH:10]=2)[N:3]=1.C([Sn](CCCC)(CCCC)[C:24]1[S:28][CH:27]=[N:26][CH:25]=1)CCC.[F-].[Cs+]. The catalyst is CCOC(C)=O.[Cu]I.C1C=CC([P]([Pd]([P](C2C=CC=CC=2)(C2C=CC=CC=2)C2C=CC=CC=2)([P](C2C=CC=CC=2)(C2C=CC=CC=2)C2C=CC=CC=2)[P](C2C=CC=CC=2)(C2C=CC=CC=2)C2C=CC=CC=2)(C2C=CC=CC=2)C2C=CC=CC=2)=CC=1. The product is [Cl:8][C:6]1[CH:5]=[C:4]([C:9]2[CH:14]=[CH:13][C:12]([O:15][CH:16]([CH3:18])[CH3:17])=[CH:11][CH:10]=2)[N:3]=[C:2]([C:24]2[S:28][CH:27]=[N:26][CH:25]=2)[CH:7]=1. The yield is 0.550. (9) The reactants are [Cl:1][C:2]1[CH:3]=[C:4]2[C:8](=[CH:9][CH:10]=1)[NH:7][CH:6]=[C:5]2[CH2:11][CH2:12][NH:13][C:14](=[O:23])[C:15]1[CH:20]=[CH:19][C:18]([CH2:21]Cl)=[CH:17][CH:16]=1.[F:24][C:25]1[CH:30]=[CH:29][C:28]([F:31])=[CH:27][C:26]=1B(O)O.ClCCl.C(=O)([O-])[O-].[Na+].[Na+].[I-].[Na+]. The catalyst is C(COC)OC.O.C1C=CC(P(C2C=CC=CC=2)[C-]2C=CC=C2)=CC=1.C1C=CC(P(C2C=CC=CC=2)[C-]2C=CC=C2)=CC=1.Cl[Pd]Cl.[Fe+2]. The product is [Cl:1][C:2]1[CH:3]=[C:4]2[C:8](=[CH:9][CH:10]=1)[NH:7][CH:6]=[C:5]2[CH2:11][CH2:12][NH:13][C:14](=[O:23])[C:15]1[CH:20]=[CH:19][C:18]([CH2:21][C:29]2[CH:30]=[C:25]([F:24])[CH:26]=[CH:27][C:28]=2[F:31])=[CH:17][CH:16]=1. The yield is 0.350. (10) The reactants are Br[C:2]1[CH:7]=[CH:6][C:5]([F:8])=[CH:4][C:3]=1[CH2:9][O:10]COC.C([Li])(C)(C)C.[CH:19]([B:21](O)O)=[CH2:20].Cl. The catalyst is C1COCC1.CCCCC.O. The product is [F:8][C:5]1[CH:6]=[CH:7][C:2]2[B:21]([CH:19]=[CH2:20])[O:10][CH2:9][C:3]=2[CH:4]=1. The yield is 0.300.